From a dataset of TCR-epitope binding with 47,182 pairs between 192 epitopes and 23,139 TCRs. Binary Classification. Given a T-cell receptor sequence (or CDR3 region) and an epitope sequence, predict whether binding occurs between them. The epitope is HSKKKCDEL. The TCR CDR3 sequence is CASSQLTGSGNTIYF. Result: 0 (the TCR does not bind to the epitope).